From a dataset of TCR-epitope binding with 47,182 pairs between 192 epitopes and 23,139 TCRs. Binary Classification. Given a T-cell receptor sequence (or CDR3 region) and an epitope sequence, predict whether binding occurs between them. Result: 0 (the TCR does not bind to the epitope). The epitope is IVDTVSALV. The TCR CDR3 sequence is CASSSNRKDVTF.